Dataset: Catalyst prediction with 721,799 reactions and 888 catalyst types from USPTO. Task: Predict which catalyst facilitates the given reaction. (1) Reactant: [F:1][C:2]1[CH:7]=[CH:6][C:5]([C:8]2[CH:9]=[N:10][C:11]3[N:12]([N:14]=[CH:15][C:16]=3I)[CH:13]=2)=[CH:4][CH:3]=1.[B:18]1([B:18]2[O:22][C:21]([CH3:24])([CH3:23])[C:20]([CH3:26])([CH3:25])[O:19]2)[O:22][C:21]([CH3:24])([CH3:23])[C:20]([CH3:26])([CH3:25])[O:19]1.CC([O-])=O.[K+].N#N. Product: [F:1][C:2]1[CH:7]=[CH:6][C:5]([C:8]2[CH:9]=[N:10][C:11]3[N:12]([N:14]=[CH:15][C:16]=3[B:18]3[O:22][C:21]([CH3:24])([CH3:23])[C:20]([CH3:26])([CH3:25])[O:19]3)[CH:13]=2)=[CH:4][CH:3]=1. The catalyst class is: 16. (2) Reactant: [OH:1][NH:2][C:3](=[NH:11])[CH2:4][C:5]1[CH:10]=[CH:9][CH:8]=[CH:7][CH:6]=1.[CH2:12]([O:14][C:15](=[O:19])[C:16](Cl)=O)[CH3:13].C([O-])(O)=O.[Na+]. Product: [CH2:12]([O:14][C:15]([C:16]1[O:1][N:2]=[C:3]([CH2:4][C:5]2[CH:6]=[CH:7][CH:8]=[CH:9][CH:10]=2)[N:11]=1)=[O:19])[CH3:13]. The catalyst class is: 13. (3) Reactant: [N+:1]([C:4]1[CH:5]=[C:6]([CH:10]([CH3:13])[CH:11]=O)[CH:7]=[CH:8][CH:9]=1)([O-:3])=[O:2].[CH3:14][C:15]1[CH:24]=[CH:23][C:22]2[C:17](=[CH:18][CH:19]=[CH:20][C:21]=2[N:25]2[CH2:30][CH2:29][N:28](CCC3C=C(C=CC=3)N)[CH2:27][CH2:26]2)[N:16]=1.C(O[BH-](OC(=O)C)OC(=O)C)(=O)C.[Na+]. Product: [CH3:14][C:15]1[CH:24]=[CH:23][C:22]2[C:17](=[CH:18][CH:19]=[CH:20][C:21]=2[N:25]2[CH2:30][CH2:29][N:28]([CH2:11][CH:10]([C:6]3[CH:7]=[CH:8][CH:9]=[C:4]([N+:1]([O-:3])=[O:2])[CH:5]=3)[CH3:13])[CH2:27][CH2:26]2)[N:16]=1. The catalyst class is: 2. (4) Reactant: [CH2:1]([C:5]12[CH2:21][C:20](=[O:22])[C:19]([CH3:23])=[C:6]1[C:7]1[C:12]([CH2:13][CH2:14]2)=[CH:11][C:10]([O:15]COC)=[CH:9][CH:8]=1)[CH2:2][CH2:3][CH3:4].Cl. Product: [CH2:1]([C:5]12[CH2:21][C:20](=[O:22])[C:19]([CH3:23])=[C:6]1[C:7]1[C:12]([CH2:13][CH2:14]2)=[CH:11][C:10]([OH:15])=[CH:9][CH:8]=1)[CH2:2][CH2:3][CH3:4]. The catalyst class is: 191. (5) Reactant: [CH3:1][N:2]1[N:6]2[C:7](=[O:13])[C:8]([CH3:12])=[C:9]([CH3:11])[N:10]=[C:5]2[C:4]([C:14]([O:16]CC)=[O:15])=[CH:3]1.[OH-].[Na+]. Product: [CH3:1][N:2]1[N:6]2[C:7](=[O:13])[C:8]([CH3:12])=[C:9]([CH3:11])[N:10]=[C:5]2[C:4]([C:14]([OH:16])=[O:15])=[CH:3]1. The catalyst class is: 5. (6) Reactant: Cl[C:2]1[N:11]=[C:10]2[C:5]([CH:6]=[CH:7][C:8](=[O:19])[N:9]2[C:12]2[CH:17]=[CH:16][CH:15]=[CH:14][C:13]=2[Cl:18])=[C:4]([C:20]2[CH:25]=[CH:24][CH:23]=[CH:22][C:21]=2[Cl:26])[CH:3]=1.[NH2:27][CH:28]([CH2:31][OH:32])[CH2:29][OH:30]. Product: [CH:8]([OH:19])=[O:30].[Cl:18][C:13]1[CH:14]=[CH:15][CH:16]=[CH:17][C:12]=1[N:9]1[C:10]2[C:5](=[C:4]([C:20]3[CH:25]=[CH:24][CH:23]=[CH:22][C:21]=3[Cl:26])[CH:3]=[C:2]([NH:27][CH:28]([CH2:31][OH:32])[CH2:29][OH:30])[N:11]=2)[CH:6]=[CH:7][C:8]1=[O:19]. The catalyst class is: 60. (7) Reactant: [CH2:1]([O:8][C:9]1[C:14]([CH3:15])=[C:13]([CH3:16])[C:12]([O:17][CH2:18][C:19]2[CH:24]=[CH:23][CH:22]=[CH:21][CH:20]=2)=[C:11]([CH3:25])[C:10]=1[CH:26](O)[CH2:27][CH:28]=[CH2:29])[C:2]1[CH:7]=[CH:6][CH:5]=[CH:4][CH:3]=1.[SiH](CC)(CC)CC.FC(F)(F)C(O)=O. Product: [CH2:1]([O:8][C:9]1[C:14]([CH3:15])=[C:13]([CH3:16])[C:12]([O:17][CH2:18][C:19]2[CH:24]=[CH:23][CH:22]=[CH:21][CH:20]=2)=[C:11]([CH3:25])[C:10]=1[CH2:26][CH2:27][CH:28]=[CH2:29])[C:2]1[CH:3]=[CH:4][CH:5]=[CH:6][CH:7]=1. The catalyst class is: 2. (8) Reactant: [N+:1]([C:4]1[CH:5]=[C:6]2[C:10](=[CH:11][CH:12]=1)[NH:9][CH:8]=[CH:7]2)([O-:3])=[O:2].[CH3:13][Mg]Br.ClC1C(=O)C(C#N)=C(C#N)C(=O)C=1Cl. Product: [CH3:13][C:5]1[C:4]([N+:1]([O-:3])=[O:2])=[CH:12][CH:11]=[C:10]2[C:6]=1[CH:7]=[CH:8][NH:9]2. The catalyst class is: 305.